From a dataset of Forward reaction prediction with 1.9M reactions from USPTO patents (1976-2016). Predict the product of the given reaction. The product is: [Cl:23][C:20]1[C:21]([NH:29][C:28]2[CH:30]=[CH:31][CH:32]=[C:26]([Cl:25])[CH:27]=2)=[C:16]([C:14]([N:11]2[CH2:12][CH2:13][CH:8]([C:5]3[CH:4]=[CH:3][C:2]([F:1])=[CH:7][CH:6]=3)[CH2:9][CH2:10]2)=[O:15])[CH:17]=[N:18][C:19]=1[Cl:24]. Given the reactants [F:1][C:2]1[CH:7]=[CH:6][C:5]([CH:8]2[CH2:13][CH2:12][N:11]([C:14]([C:16]3[CH:17]=[N:18][C:19]([Cl:24])=[C:20]([Cl:23])[C:21]=3Cl)=[O:15])[CH2:10][CH2:9]2)=[CH:4][CH:3]=1.[Cl:25][C:26]1[CH:27]=[C:28]([CH:30]=[CH:31][CH:32]=1)[NH2:29], predict the reaction product.